The task is: Predict the reactants needed to synthesize the given product.. This data is from Full USPTO retrosynthesis dataset with 1.9M reactions from patents (1976-2016). (1) Given the product [CH3:14][S:13][C:4]1[N:3]=[C:2]([NH:15][C:16]2[CH:21]=[CH:20][CH:19]=[CH:18][CH:17]=2)[C:7]([C:8]([O:10][CH2:11][CH3:12])=[O:9])=[CH:6][N:5]=1, predict the reactants needed to synthesize it. The reactants are: Cl[C:2]1[C:7]([C:8]([O:10][CH2:11][CH3:12])=[O:9])=[CH:6][N:5]=[C:4]([S:13][CH3:14])[N:3]=1.[NH2:15][C:16]1[CH:21]=[CH:20][CH:19]=[CH:18][CH:17]=1.C(N(CC)CC)C. (2) Given the product [F:32][C:14]([F:13])([F:31])[C:15]1[CH:16]=[CH:17][C:18]([C:21]2[CH:22]=[C:23]3[C:28](=[CH:29][CH:30]=2)[N:27]([C:6]2[CH:7]=[CH:8][C:3]([C:1]#[N:2])=[CH:4][CH:5]=2)[CH2:26][CH2:25][CH2:24]3)=[CH:19][CH:20]=1, predict the reactants needed to synthesize it. The reactants are: [C:1]([C:3]1[CH:8]=[CH:7][C:6](S(Cl)(=O)=O)=[CH:5][CH:4]=1)#[N:2].[F:13][C:14]([F:32])([F:31])[C:15]1[CH:20]=[CH:19][C:18]([C:21]2[CH:22]=[C:23]3[C:28](=[CH:29][CH:30]=2)[NH:27][CH2:26][CH2:25][CH2:24]3)=[CH:17][CH:16]=1. (3) Given the product [NH2:48][C:8]1[C:7]2[N:16]=[C:4]([CH2:1][CH2:2][CH3:3])[N:5]([CH2:17][CH2:18][CH2:19][CH2:20][CH2:21][C:22]([NH2:24])=[O:23])[C:6]=2[C:15]2[CH:14]=[CH:13][CH:12]=[CH:11][C:10]=2[N:9]=1, predict the reactants needed to synthesize it. The reactants are: [CH2:1]([C:4]1[N:5]([CH2:17][CH2:18][CH2:19][CH2:20][CH2:21][C:22]([NH2:24])=[O:23])[C:6]2[C:15]3[CH:14]=[CH:13][CH:12]=[CH:11][C:10]=3[N:9]=[CH:8][C:7]=2[N:16]=1)[CH2:2][CH3:3].C1C=C(Cl)C=C(C(OO)=O)C=1.C1(C)C=CC(S(Cl)(=O)=O)=CC=1.[OH-].[NH4+:48]. (4) Given the product [CH2:26]([N:17]1[C:18]2[C:19](=[N:20][CH:21]=[C:22]([O:24][CH3:25])[CH:23]=2)[N:15]([C:12]2[CH:13]=[CH:14][C:9]([OH:8])=[CH:10][CH:11]=2)[C:16]1=[O:28])[CH3:27], predict the reactants needed to synthesize it. The reactants are: C([O:8][C:9]1[CH:14]=[CH:13][C:12]([N:15]2[C:19]3=[N:20][CH:21]=[C:22]([O:24][CH3:25])[CH:23]=[C:18]3[N:17]([CH2:26][CH3:27])[C:16]2=[O:28])=[CH:11][CH:10]=1)C1C=CC=CC=1. (5) Given the product [Cl:24][C:25]1[CH:26]=[CH:27][C:28]([CH3:32])=[C:29]([N:30]2[CH:19]([C:18]3[CH:21]=[CH:22][C:15]([Cl:14])=[CH:16][C:17]=3[CH3:23])[C:6]([C:7](=[O:11])[CH:8]([CH3:9])[CH3:10])=[C:5]([OH:12])[C:4]2=[O:13])[CH:31]=1, predict the reactants needed to synthesize it. The reactants are: C(O[C:4](=[O:13])[C:5](=[O:12])[CH2:6][C:7](=[O:11])[CH:8]([CH3:10])[CH3:9])C.[Cl:14][C:15]1[CH:22]=[CH:21][C:18]([CH:19]=O)=[C:17]([CH3:23])[CH:16]=1.[Cl:24][C:25]1[CH:26]=[CH:27][C:28]([CH3:32])=[C:29]([CH:31]=1)[NH2:30].